Dataset: Reaction yield outcomes from USPTO patents with 853,638 reactions. Task: Predict the reaction yield, written as a fraction of the theoretical maximum amount of product (1.0 means a 100% yield; for example, 0.34 means a 34% yield). (1) The reactants are [CH:1]1([CH:7]([C:9]2[CH:13]=[C:12]([C:14]3[CH:19]=[CH:18][C:17]([C:20]([F:23])([F:22])[F:21])=[CH:16][CH:15]=3)[O:11][C:10]=2[CH2:24][O:25][CH2:26][CH3:27])O)[CH2:6][CH2:5][CH2:4][CH2:3][CH2:2]1.C(Cl)(=O)C([Cl:31])=O.C(N(CC)CC)C.O. The product is [Cl:31][CH:7]([CH:1]1[CH2:6][CH2:5][CH2:4][CH2:3][CH2:2]1)[C:9]1[CH:13]=[C:12]([C:14]2[CH:19]=[CH:18][C:17]([C:20]([F:23])([F:22])[F:21])=[CH:16][CH:15]=2)[O:11][C:10]=1[CH2:24][O:25][CH2:26][CH3:27]. The yield is 1.00. The catalyst is O1CCCC1. (2) The reactants are [CH3:1][C:2]1[CH:3]=[C:4]([CH:29]=[C:30]([CH3:32])[CH:31]=1)[CH2:5][O:6][CH2:7][CH:8]([C:23]1[CH:28]=[CH:27][CH:26]=[CH:25][CH:24]=1)[CH2:9][NH:10][C:11]([CH2:13][CH2:14][NH:15][C:16](=[O:22])[O:17][C:18]([CH3:21])([CH3:20])[CH3:19])=[O:12].[CH2:33]([N:35](CC)CC)[CH3:34].[CH2:40](Cl)[Cl:41]. No catalyst specified. The product is [CH3:1][C:2]1[CH:3]=[C:4]([CH:29]=[C:30]([CH3:32])[CH:31]=1)[CH2:5][O:6][CH2:7][CH:8]([C:23]1[CH:28]=[CH:27][CH:26]=[CH:25][CH:24]=1)[CH2:9][NH:10][C:11]([CH2:13][CH2:14][NH:15][C:16](=[O:22])[O:17][C:18]([CH3:21])([CH3:20])[CH3:19])=[O:12].[ClH:41].[CH3:1][C:2]1[CH:3]=[C:4]([CH:29]=[C:30]([CH3:32])[CH:31]=1)[CH2:5][O:6][CH2:7][CH:8]([C:23]1[CH:28]=[CH:27][CH:26]=[CH:25][CH:24]=1)[CH2:9][NH2:10].[CH3:34][CH2:33][N:35]=[C:9]=[N:10][CH2:11][CH2:13][CH2:14][N:15]([CH3:16])[CH3:40].[ClH:41]. The yield is 0.890. (3) The reactants are [NH2:1][C:2]1[CH:7]=[CH:6][C:5]([F:8])=[CH:4][C:3]=1[OH:9].[CH:10](=O)/[CH:11]=[CH:12]/[CH3:13].[NH4+].[OH-]. The catalyst is Cl. The product is [F:8][C:5]1[CH:6]=[C:7]2[C:2](=[C:3]([OH:9])[CH:4]=1)[N:1]=[C:12]([CH3:13])[CH:11]=[CH:10]2. The yield is 0.820. (4) The reactants are [NH2:1][C:2]1[CH:3]=[C:4]([OH:12])[C:5](=[CH:10][CH:11]=1)[C:6]([O:8][CH3:9])=[O:7].[C:13]([C:15]1[CH:16]=[C:17]([S:21](Cl)(=[O:23])=[O:22])[CH:18]=[CH:19][CH:20]=1)#[N:14]. No catalyst specified. The product is [C:13]([C:15]1[CH:16]=[C:17]([S:21]([NH:1][C:2]2[CH:11]=[CH:10][C:5]([C:6]([O:8][CH3:9])=[O:7])=[C:4]([OH:12])[CH:3]=2)(=[O:23])=[O:22])[CH:18]=[CH:19][CH:20]=1)#[N:14]. The yield is 0.640. (5) The reactants are [Cl:1][C:2]1[CH:3]=[C:4]([CH:6]=[CH:7][C:8]=1[I:9])[NH2:5].C(O[CH:13]=[C:14]([C:20]([O:22][CH2:23][CH3:24])=[O:21])[C:15]([O:17][CH2:18][CH3:19])=[O:16])C. No catalyst specified. The product is [Cl:1][C:2]1[CH:3]=[C:4]([NH:5][CH:13]=[C:14]([C:15]([O:17][CH2:18][CH3:19])=[O:16])[C:20]([O:22][CH2:23][CH3:24])=[O:21])[CH:6]=[CH:7][C:8]=1[I:9]. The yield is 0.910. (6) The reactants are C1(C)C=CC(S(O)(=O)=O)=CC=1.[N+:12]([C:15]1[CH:16]=[C:17]2[C:21](=[CH:22][CH:23]=1)[NH:20][N:19]=[C:18]2[CH:24]=[O:25])([O-:14])=[O:13].[O:26]1[CH:31]=[CH:30][CH2:29][CH2:28][CH2:27]1. The catalyst is C1COCC1.C(Cl)Cl. The product is [N+:12]([C:15]1[CH:16]=[C:17]2[C:21](=[CH:22][CH:23]=1)[N:20]([CH:27]1[CH2:28][CH2:29][CH2:30][CH2:31][O:26]1)[N:19]=[C:18]2[CH:24]=[O:25])([O-:14])=[O:13]. The yield is 0.500.